Dataset: Reaction yield outcomes from USPTO patents with 853,638 reactions. Task: Predict the reaction yield, written as a fraction of the theoretical maximum amount of product (1.0 means a 100% yield; for example, 0.34 means a 34% yield). (1) The reactants are [BH3-][C:2]#[N:3].[Na+].N[C@H:6]([C:9]([N:11]1[CH2:16][CH2:15][CH:14]([O:17][C:18]2[CH:27]=[C:26]3[C:21]([C:22]([NH:28][C:29]4[CH:34]=[CH:33][CH:32]=[C:31]([Cl:35])[C:30]=4[F:36])=[N:23][CH:24]=[N:25]3)=[CH:20][C:19]=2[O:37][CH3:38])[CH2:13][CH2:12]1)=[O:10])[CH2:7][OH:8].O.O.O.[C:42]([O-])(=O)C.[Na+].C=O.C(O)(=O)C. No catalyst specified. The product is [Cl:35][C:31]1[C:30]([F:36])=[C:29]([CH:34]=[CH:33][CH:32]=1)[NH:28][C:22]1[C:21]2[C:26](=[CH:27][C:18]([O:17][CH:14]3[CH2:15][CH2:16][N:11]([C:9](=[O:10])[C@@H:6]([N:3]([CH3:2])[CH3:42])[CH2:7][OH:8])[CH2:12][CH2:13]3)=[C:19]([O:37][CH3:38])[CH:20]=2)[N:25]=[CH:24][N:23]=1. The yield is 0.260. (2) The catalyst is C(O)(=O)C.[Fe]. The reactants are [N+:1]([C:4]1[CH:5]=[C:6]([C:14]2[CH:19]=[CH:18][CH:17]=[CH:16][CH:15]=2)[CH:7]=[CH:8][C:9]=1[CH2:10][C:11](O)=[O:12])([O-])=O. The yield is 0.930. The product is [C:14]1([C:6]2[CH:5]=[C:4]3[C:9]([CH2:10][C:11](=[O:12])[NH:1]3)=[CH:8][CH:7]=2)[CH:19]=[CH:18][CH:17]=[CH:16][CH:15]=1. (3) The reactants are [CH3:1][C:2](O)([CH2:4][CH2:5][C:6]([CH3:9])(O)[CH3:7])[CH3:3].[ClH:11].O.C(Cl)[Cl:14]. No catalyst specified. The product is [Cl:11][C:2]([CH3:3])([CH2:4][CH2:5][C:6]([Cl:14])([CH3:9])[CH3:7])[CH3:1]. The yield is 0.870. (4) The reactants are [CH3:1][O:2][C:3]1[CH:4]=[C:5]([CH:8]=[CH:9][C:10]=1[N+:11]([O-:13])=[O:12])[C:6]#[N:7].C[O:15]C1C=C(C=CC=1[N+]([O-])=O)C(O)=O.C(Cl)(=O)C(Cl)=O. The catalyst is C1COCC1.CN(C=O)C. The product is [CH3:1][O:2][C:3]1[CH:4]=[C:5]([CH:8]=[CH:9][C:10]=1[N+:11]([O-:13])=[O:12])[C:6]([NH2:7])=[O:15]. The yield is 0.880. (5) The catalyst is C(Cl)Cl. The reactants are [Cl:1][C:2]1[CH:3]=[C:4]2[C:8](=[CH:9][CH:10]=1)[NH:7][C:6]([C:11]([NH:13][C@@H:14]1[CH2:22][C:21]3[C:16](=[CH:17][CH:18]=[CH:19][CH:20]=3)[C@H:15]1[NH:23][CH2:24][C:25]([O:27]C(C)(C)C)=[O:26])=[O:12])=[CH:5]2.C(O)(C(F)(F)F)=O. The product is [C:25]([CH2:24][NH:23][C@@H:15]1[C:16]2[C:21](=[CH:20][CH:19]=[CH:18][CH:17]=2)[CH2:22][C@H:14]1[NH:13][C:11]([C:6]1[NH:7][C:8]2[C:4]([CH:5]=1)=[CH:3][C:2]([Cl:1])=[CH:10][CH:9]=2)=[O:12])([OH:27])=[O:26]. The yield is 0.360. (6) The reactants are [C:1](=O)([O-])[O-].[K+].[K+].CI.[CH3:9][O:10][C:11]1[C:16]([O:17][CH3:18])=[CH:15][C:14]([C:19]2[S:23][C:22]([SH:24])=[N:21][N:20]=2)=[C:13]([N+:25]([O-:27])=[O:26])[CH:12]=1. The catalyst is CN(C)C=O.C(OCC)(=O)C. The product is [CH3:9][O:10][C:11]1[C:16]([O:17][CH3:18])=[CH:15][C:14]([C:19]2[S:23][C:22]([S:24][CH3:1])=[N:21][N:20]=2)=[C:13]([N+:25]([O-:27])=[O:26])[CH:12]=1. The yield is 0.890.